This data is from Reaction yield outcomes from USPTO patents with 853,638 reactions. The task is: Predict the reaction yield, written as a fraction of the theoretical maximum amount of product (1.0 means a 100% yield; for example, 0.34 means a 34% yield). (1) The reactants are [N+:1]([C:4]1[CH:12]=[C:7]2[CH2:8][NH:9][CH2:10][CH2:11][N:6]2[N:5]=1)([O-:3])=[O:2].[C:13](Cl)(=[O:15])[CH3:14].C([O-])([O-])=O.[K+].[K+]. The catalyst is ClCCl. The product is [N+:1]([C:4]1[CH:12]=[C:7]2[CH2:8][N:9]([C:13](=[O:15])[CH3:14])[CH2:10][CH2:11][N:6]2[N:5]=1)([O-:3])=[O:2]. The yield is 0.600. (2) The reactants are Cl[C:2]1[N:3]=[C:4]([N:12]2[CH2:17][CH2:16][O:15][CH2:14][CH2:13]2)[C:5]2[CH2:10][N:9]([CH3:11])[CH2:8][C:6]=2[N:7]=1.[CH2:18]([NH:20][C:21]([NH:23][C:24]1[CH:29]=[CH:28][C:27](B2OC(C)(C)C(C)(C)O2)=[C:26]([F:39])[CH:25]=1)=[O:22])[CH3:19]. No catalyst specified. The product is [CH2:18]([NH:20][C:21]([NH:23][C:24]1[CH:29]=[CH:28][C:27]([C:2]2[N:3]=[C:4]([N:12]3[CH2:17][CH2:16][O:15][CH2:14][CH2:13]3)[C:5]3[CH2:10][N:9]([CH3:11])[CH2:8][C:6]=3[N:7]=2)=[C:26]([F:39])[CH:25]=1)=[O:22])[CH3:19]. The yield is 0.260. (3) The reactants are [Si]([O:8][CH2:9][CH2:10][C:11]1[CH:12]=[N:13][N:14]([C:16]2[CH:21]=[C:20]([C:22]#[N:23])[CH:19]=[CH:18][N:17]=2)[CH:15]=1)(C(C)(C)C)(C)C.Cl.C(OCC)(=O)C.C([O-])(O)=O.[Na+]. The catalyst is C1COCC1.O. The product is [OH:8][CH2:9][CH2:10][C:11]1[CH:12]=[N:13][N:14]([C:16]2[CH:21]=[C:20]([C:22]#[N:23])[CH:19]=[CH:18][N:17]=2)[CH:15]=1. The yield is 0.910.